This data is from Tyrosyl-DNA phosphodiesterase HTS with 341,365 compounds. The task is: Binary Classification. Given a drug SMILES string, predict its activity (active/inactive) in a high-throughput screening assay against a specified biological target. (1) The compound is S=C(N1C2CC(CC(C2)(C)C)(C1)C)Nc1c(F)cccc1. The result is 0 (inactive). (2) The compound is S(=O)(=O)(N1CCC(CC1)C)c1cc(C(=O)N2CCCC2)ccc1OC. The result is 0 (inactive). (3) The compound is S=C(NNC(=O)C1C(C1)c1ccccc1)NC(=O)c1ccc(F)cc1. The result is 0 (inactive).